Regression. Given two drug SMILES strings and cell line genomic features, predict the synergy score measuring deviation from expected non-interaction effect. From a dataset of NCI-60 drug combinations with 297,098 pairs across 59 cell lines. Synergy scores: CSS=26.2, Synergy_ZIP=0.628, Synergy_Bliss=0.0784, Synergy_Loewe=-4.33, Synergy_HSA=0.959. Cell line: UO-31. Drug 2: CC1C(C(CC(O1)OC2CC(OC(C2O)C)OC3=CC4=CC5=C(C(=O)C(C(C5)C(C(=O)C(C(C)O)O)OC)OC6CC(C(C(O6)C)O)OC7CC(C(C(O7)C)O)OC8CC(C(C(O8)C)O)(C)O)C(=C4C(=C3C)O)O)O)O. Drug 1: C1=CC(=CC=C1CCC2=CNC3=C2C(=O)NC(=N3)N)C(=O)NC(CCC(=O)O)C(=O)O.